The task is: Regression. Given a peptide amino acid sequence and an MHC pseudo amino acid sequence, predict their binding affinity value. This is MHC class I binding data.. This data is from Peptide-MHC class I binding affinity with 185,985 pairs from IEDB/IMGT. (1) The peptide sequence is HIGPGRAFY. The MHC is HLA-B45:01 with pseudo-sequence HLA-B45:01. The binding affinity (normalized) is 0. (2) The peptide sequence is YYMATLKNV. The MHC is HLA-A24:02 with pseudo-sequence HLA-A24:02. The binding affinity (normalized) is 0.602. (3) The peptide sequence is IMMILSTII. The MHC is HLA-A32:01 with pseudo-sequence HLA-A32:01. The binding affinity (normalized) is 0.776. (4) The binding affinity (normalized) is 0.0847. The MHC is HLA-A02:03 with pseudo-sequence HLA-A02:03. The peptide sequence is PQVLGGLSF.